Dataset: Experimentally validated miRNA-target interactions with 360,000+ pairs, plus equal number of negative samples. Task: Binary Classification. Given a miRNA mature sequence and a target amino acid sequence, predict their likelihood of interaction. (1) The miRNA is mmu-miR-7068-3p with sequence UCACCCUGGACUGACUCUCAG. The protein sequence of the target gene is MEEKLKKAKIIFVVGGPGSGKGTQCEKIVQKYGYTHLSTGDLLRAEVSSGSERGKKLSAIMEKGELVPLDTVLDMLRDAMLAKVDSSNGFLIDGYPREVKQGEEFEQKIGQPTLLLYVDAGAETMTQRLLKRGETSGRVDDNEETIKKRLETYYNATEPVISFYDKRGIVRKVNAEGTVDTVFSEVCTYLDSLK. Result: 0 (no interaction). (2) The miRNA is hsa-miR-6780b-5p with sequence UGGGGAAGGCUUGGCAGGGAAGA. The protein sequence of the target gene is MTTTQDWIMIGGYGPESYNQQSSYQRALLEAAKDKMTEAISANLDLDLISNRFIVADFGCASGPNTFVAVQNIIDAVEEKYLRETGQNPEDNIEFQVLFNDLRINDFNTLFQTLPPGRRYFSAGVPGSFFNRVLPKQSFHIAVMSYAFLFTSKIPKGIMDRDSPLWNKDMQCTGFNPAVKKAYLEQYSIDTKNLLDARAEELMPGGLMLLLGSCMRDGVKMSETLKGTVMDFIGESLNDLAQKGVTEQEKVDTFKTSIYFAEQGEIRQIIEENGKFTIEAFEDIIHSKNEFPLDPKTLAI.... Result: 0 (no interaction). (3) The miRNA is hsa-miR-4715-5p with sequence AAGUUGGCUGCAGUUAAGGUGG. The protein sequence of the target gene is MDDSDPPTYSLQIEPQDGCHPGDSVERRVTRLPSVSDENENQLAGDGPAGLTTSEGAMGRATVSEQDSLNNNESFPSSCEAAPTENAENTPSEGPKDDPPSLGQDQKLPAKRSPRAKKSSPKSAPPGDAVPVMQTQNATSQAAGEEEAAGVNANDPPKAPALQPLFSLIRGEVAQMDSRALPLFLHQVAETYFQEEDYEKAMKFIQLERLYHEQLLANLSAIQEQWETKWKAVQPRTVTPLRNSEKGFNGEDFEQLAKICTTHQDPLLSKLKTAPVEPSPERKSLARAIMSEEAVGTEAA.... Result: 0 (no interaction).